From a dataset of Forward reaction prediction with 1.9M reactions from USPTO patents (1976-2016). Predict the product of the given reaction. (1) Given the reactants C[O:2][C:3]1[C:8]2[CH:9]=CO[C:7]=2[C:6](/[CH:12]=[CH:13]/C(O)=O)=[CH:5][CH:4]=1.[C:17](Cl)(=[O:21])[C:18](Cl)=[O:19].[CH2:23]([O:30][C:31]1[CH:32]=[C:33]([CH2:39][CH2:40][NH2:41])[CH:34]=[CH:35][C:36]=1[O:37][CH3:38])[C:24]1[CH:29]=[CH:28][CH:27]=[CH:26][CH:25]=1.[CH3:42]CN(C(C)C)C(C)C, predict the reaction product. The product is: [CH2:23]([O:30][C:31]1[CH:32]=[C:33]([CH2:39][CH2:40][NH:41][C:3](=[O:2])/[CH:4]=[CH:5]/[C:6]2[C:7]3[CH:8]=[CH:9][O:19][C:18]=3[C:17]([O:21][CH3:42])=[CH:13][CH:12]=2)[CH:34]=[CH:35][C:36]=1[O:37][CH3:38])[C:24]1[CH:25]=[CH:26][CH:27]=[CH:28][CH:29]=1. (2) Given the reactants [OH:1][C:2]1([C:15]([N:17]2[CH2:24][CH2:23][CH2:22][C@H:18]2[C:19](O)=[O:20])=[O:16])[C:14]2[CH:13]=[CH:12][CH:11]=[CH:10][C:9]=2[C:8]2[C:3]1=[CH:4][CH:5]=[CH:6][CH:7]=2.[Cl:25][C:26]1[CH:27]=[CH:28][C:29]([N:34]2[CH:38]=[N:37][N:36]=[N:35]2)=[C:30]([CH2:32][NH2:33])[CH:31]=1, predict the reaction product. The product is: [Cl:25][C:26]1[CH:27]=[CH:28][C:29]([N:34]2[CH:38]=[N:37][N:36]=[N:35]2)=[C:30]([CH:31]=1)[CH2:32][NH:33][C:19](=[O:20])[C@H:18]1[CH2:22][CH2:23][CH2:24][N:17]1[C:15]([C:2]1([OH:1])[C:14]2[CH:13]=[CH:12][CH:11]=[CH:10][C:9]=2[C:8]2[C:3]1=[CH:4][CH:5]=[CH:6][CH:7]=2)=[O:16]. (3) Given the reactants Cl[C:2]1[N:11]=[CH:10][C:9]2[N:8]([CH3:12])[C:7](=[O:13])[C@@H:6]([CH2:14][CH3:15])[N:5]([CH:16]3[CH2:18][CH2:17]3)[C:4]=2[N:3]=1.[C:19]1([C:25]2[CH:26]=[N:27][CH:28]=[CH:29][C:30]=2B2OC(C)(C)C(C)(C)O2)[CH:24]=[CH:23][CH:22]=[CH:21][CH:20]=1.B(O)O.N1C=CC(B(O)O)=CC=1, predict the reaction product. The product is: [CH:16]1([N:5]2[C:4]3[N:3]=[C:2]([C:30]4[CH:29]=[CH:28][N:27]=[CH:26][C:25]=4[C:19]4[CH:20]=[CH:21][CH:22]=[CH:23][CH:24]=4)[N:11]=[CH:10][C:9]=3[N:8]([CH3:12])[C:7](=[O:13])[C@H:6]2[CH2:14][CH3:15])[CH2:18][CH2:17]1. (4) Given the reactants [Cl:1][C:2]1[N:7]=[C:6]2[NH:8][N:9]=[C:10]([S:11]([CH3:14])(=[O:13])=[O:12])[C:5]2=[C:4]([NH:15][C:16]2[CH:17]=[C:18]([CH:21]=[CH:22][CH:23]=2)[C:19]#[N:20])[N:3]=1.[O:24]1[CH2:29][CH2:28][N:27]([C:30]2[CH:36]=[CH:35][C:33]([NH2:34])=[CH:32][CH:31]=2)[CH2:26][CH2:25]1.C[Si](Cl)(C)C, predict the reaction product. The product is: [ClH:1].[CH3:14][S:11]([C:10]1[C:5]2[C:6](=[N:7][C:2]([NH:34][C:33]3[CH:32]=[CH:31][C:30]([N:27]4[CH2:28][CH2:29][O:24][CH2:25][CH2:26]4)=[CH:36][CH:35]=3)=[N:3][C:4]=2[NH:15][C:16]2[CH:17]=[C:18]([CH:21]=[CH:22][CH:23]=2)[C:19]#[N:20])[NH:8][N:9]=1)(=[O:13])=[O:12]. (5) Given the reactants [F:1][C:2]1[CH:7]=[C:6](B2OC(C)(C)C(C)(C)O2)[CH:5]=[CH:4][C:3]=1[C:17]1[CH:18]=[N:19][C:20]([NH2:23])=[N:21][CH:22]=1.Br[C:25]1[CH:30]=[CH:29][CH:28]=[CH:27][C:26]=1[S:31]([N:34]([C@H:36]1[CH2:41][CH2:40][CH2:39][N:38](C(OC(C)(C)C)=O)[CH2:37]1)[CH3:35])(=[O:33])=[O:32], predict the reaction product. The product is: [NH2:23][C:20]1[N:21]=[CH:22][C:17]([C:3]2[CH:4]=[CH:5][C:6]([C:25]3[C:26]([S:31]([N:34]([CH3:35])[C@H:36]4[CH2:41][CH2:40][CH2:39][NH:38][CH2:37]4)(=[O:33])=[O:32])=[CH:27][CH:28]=[CH:29][CH:30]=3)=[CH:7][C:2]=2[F:1])=[CH:18][N:19]=1. (6) Given the reactants Br[C:2]1[CH:3]=[C:4]2[CH2:10][C@:9]3([CH:15]4[CH2:16][CH2:17][N:12]([CH2:13][CH2:14]4)[CH2:11]3)[O:8][C:5]2=[N:6][CH:7]=1.[NH:18]1[CH2:21][CH2:20][CH2:19]1.CC(C)([O-])C.[Na+].C1(P(C2C=CC=CC=2)C2C=CC3C(=CC=CC=3)C=2C2C3C(=CC=CC=3)C=CC=2P(C2C=CC=CC=2)C2C=CC=CC=2)C=CC=CC=1, predict the reaction product. The product is: [N:18]1([C:2]2[CH:3]=[C:4]3[CH2:10][C@:9]4([CH:15]5[CH2:16][CH2:17][N:12]([CH2:13][CH2:14]5)[CH2:11]4)[O:8][C:5]3=[N:6][CH:7]=2)[CH2:21][CH2:20][CH2:19]1. (7) Given the reactants [Br:1][C:2]1[CH:3]=[C:4]2[C:9](=[CH:10][CH:11]=1)[C:8]([NH2:12])=[N:7][N:6]=[CH:5]2.[C:13](O[C:13]([O:15][C:16]([CH3:19])([CH3:18])[CH3:17])=[O:14])([O:15][C:16]([CH3:19])([CH3:18])[CH3:17])=[O:14], predict the reaction product. The product is: [Br:1][C:2]1[CH:3]=[C:4]2[C:9](=[CH:10][CH:11]=1)[C:8]([N:12]([C:13]([O:15][C:16]([CH3:19])([CH3:18])[CH3:17])=[O:14])[C:13]([O:15][C:16]([CH3:19])([CH3:18])[CH3:17])=[O:14])=[N:7][N:6]=[CH:5]2.